From a dataset of NCI-60 drug combinations with 297,098 pairs across 59 cell lines. Regression. Given two drug SMILES strings and cell line genomic features, predict the synergy score measuring deviation from expected non-interaction effect. (1) Drug 1: C1CC(C1)(C(=O)O)C(=O)O.[NH2-].[NH2-].[Pt+2]. Drug 2: CC1C(C(CC(O1)OC2CC(CC3=C2C(=C4C(=C3O)C(=O)C5=C(C4=O)C(=CC=C5)OC)O)(C(=O)CO)O)N)O.Cl. Cell line: HCT116. Synergy scores: CSS=35.1, Synergy_ZIP=-2.35, Synergy_Bliss=-0.00758, Synergy_Loewe=-12.0, Synergy_HSA=0.545. (2) Synergy scores: CSS=70.1, Synergy_ZIP=-1.67, Synergy_Bliss=-3.78, Synergy_Loewe=-3.18, Synergy_HSA=-2.01. Drug 1: CC1C(C(CC(O1)OC2CC(OC(C2O)C)OC3=CC4=CC5=C(C(=O)C(C(C5)C(C(=O)C(C(C)O)O)OC)OC6CC(C(C(O6)C)O)OC7CC(C(C(O7)C)O)OC8CC(C(C(O8)C)O)(C)O)C(=C4C(=C3C)O)O)O)O. Cell line: M14. Drug 2: CC1=C(C(=O)C2=C(C1=O)N3CC4C(C3(C2COC(=O)N)OC)N4)N. (3) Synergy scores: CSS=0.534, Synergy_ZIP=-0.636, Synergy_Bliss=-0.163, Synergy_Loewe=-0.767, Synergy_HSA=-0.240. Drug 1: CC1=C2C(C(=O)C3(C(CC4C(C3C(C(C2(C)C)(CC1OC(=O)C(C(C5=CC=CC=C5)NC(=O)C6=CC=CC=C6)O)O)OC(=O)C7=CC=CC=C7)(CO4)OC(=O)C)O)C)OC(=O)C. Drug 2: CC12CCC3C(C1CCC2O)C(CC4=C3C=CC(=C4)O)CCCCCCCCCS(=O)CCCC(C(F)(F)F)(F)F. Cell line: NCI-H460. (4) Drug 1: C1=CC=C(C(=C1)C(C2=CC=C(C=C2)Cl)C(Cl)Cl)Cl. Drug 2: CCN(CC)CCCC(C)NC1=C2C=C(C=CC2=NC3=C1C=CC(=C3)Cl)OC. Cell line: NCI-H226. Synergy scores: CSS=4.05, Synergy_ZIP=-1.61, Synergy_Bliss=0.179, Synergy_Loewe=-23.6, Synergy_HSA=-0.840.